From a dataset of Reaction yield outcomes from USPTO patents with 853,638 reactions. Predict the reaction yield, written as a fraction of the theoretical maximum amount of product (1.0 means a 100% yield; for example, 0.34 means a 34% yield). (1) The reactants are II.F[C:4](F)(F)[C:5]([O:7][C:8]1[C:13]([F:14])=[C:12]([F:15])[C:11]([F:16])=[C:10]([F:17])[C:9]=1[F:18])=[O:6].[CH:38]1[CH:39]=[CH:34]C(P([C:34]2[CH:39]=[CH:38][CH:37]=[CH:36]C=2)[C:38]2[CH:39]=[CH:34]C=[CH:36][CH:37]=2)=[CH:36][CH:37]=1.[NH:40]1[CH:44]=CN=C1. The catalyst is C(#N)C.C(OCC)C. The product is [C:44]([C:39]1[CH:34]=[C:4]([CH:36]=[CH:37][C:38]=1[O:7][CH:8]([CH3:13])[CH3:9])[C:5]([O:7][C:8]1[C:13]([F:14])=[C:12]([F:15])[C:11]([F:16])=[C:10]([F:17])[C:9]=1[F:18])=[O:6])#[N:40]. The yield is 0.920. (2) The reactants are [Br:1][C:2]1[CH:7]=[C:6](Br)[C:5]([N+:9]([O-:11])=[O:10])=[CH:4][N:3]=1.[C@H:12]([NH2:16])([CH2:14][CH3:15])[CH3:13].C(N(CC)CC)C. The catalyst is O1CCCC1.O. The product is [Br:1][C:2]1[CH:7]=[C:6]([NH:16][C@@H:12]([CH2:14][CH3:15])[CH3:13])[C:5]([N+:9]([O-:11])=[O:10])=[CH:4][N:3]=1. The yield is 0.930. (3) The catalyst is ClCCl. The reactants are [F:1][C:2]([F:15])([F:14])[S:3]([O:6]S(C(F)(F)F)(=O)=O)(=[O:5])=[O:4].[CH3:16][O:17][C:18]1[CH:27]=[CH:26][C:25](O)=[C:24]2[C:19]=1[CH:20]=[CH:21][CH:22]=[N:23]2.N1C=CC=CC=1. The yield is 0.990. The product is [CH3:16][O:17][C:18]1[CH:27]=[CH:26][C:25]([O:6][S:3]([C:2]([F:15])([F:14])[F:1])(=[O:5])=[O:4])=[C:24]2[C:19]=1[CH:20]=[CH:21][CH:22]=[N:23]2. (4) The reactants are Br[CH:2]([CH2:6][CH2:7][CH2:8][CH3:9])[C:3]([OH:5])=[O:4].[CH3:10][O:11][C:12]1[CH:13]=[C:14]([OH:18])[CH:15]=[CH:16][CH:17]=1.[NH2:19][C:20]1[S:21][CH:22]=[CH:23][N:24]=1. The catalyst is C1COCC1. The product is [CH3:10][O:11][C:12]1[CH:13]=[C:14]([CH:15]=[CH:16][CH:17]=1)[O:18][CH:2]([CH2:6][CH2:7][CH2:8][CH3:9])[C:3]([OH:5])=[O:4].[CH3:10][O:11][C:12]1[CH:13]=[C:14]([CH:15]=[CH:16][CH:17]=1)[O:18][CH:2]([CH2:6][CH2:7][CH2:8][CH3:9])[C:3]([NH:19][C:20]1[S:21][CH:22]=[CH:23][N:24]=1)=[O:5]. The yield is 0.820.